Dataset: Catalyst prediction with 721,799 reactions and 888 catalyst types from USPTO. Task: Predict which catalyst facilitates the given reaction. (1) Product: [C:1]([O:5][C:6]([N:8]1[CH:13]([CH2:14][CH3:15])[CH2:12][CH:11]([N:16]([CH2:27][C:28]2[CH:33]=[C:32]([C:34]([F:36])([F:37])[F:35])[CH:31]=[C:30]([Cl:38])[CH:29]=2)[C:17]2[O:18][CH:19]=[C:20]([CH2:22][OH:23])[N:21]=2)[CH2:10][CH:9]1[CH2:39][C:40]1[CH:41]=[CH:42][CH:43]=[CH:44][CH:45]=1)=[O:7])([CH3:2])([CH3:3])[CH3:4]. The catalyst class is: 219. Reactant: [C:1]([O:5][C:6]([N:8]1[CH:13]([CH2:14][CH3:15])[CH2:12][CH:11]([N:16]([CH2:27][C:28]2[CH:33]=[C:32]([C:34]([F:37])([F:36])[F:35])[CH:31]=[C:30]([Cl:38])[CH:29]=2)[C:17]2[O:18][CH:19]=[C:20]([C:22](OCC)=[O:23])[N:21]=2)[CH2:10][CH:9]1[CH2:39][C:40]1[CH:45]=[CH:44][CH:43]=[CH:42][CH:41]=1)=[O:7])([CH3:4])([CH3:3])[CH3:2].[BH4-].[Li+].CCOC(C)=O.Cl. (2) Reactant: [O:1]1[CH:6]=[CH:5][CH2:4][CH2:3][CH2:2]1.C1(C)C=CC(S(O)(=O)=O)=CC=1.[Br:18][CH2:19][C:20]1[CH:25]=[C:24]([C:26]([F:29])([F:28])[F:27])[CH:23]=[CH:22][C:21]=1[C:30]1[CH:35]=[C:34]([CH:36]([CH3:38])[CH3:37])[C:33]([F:39])=[C:32]([OH:40])[C:31]=1[O:41][CH3:42]. Product: [Br:18][CH2:19][C:20]1[CH:25]=[C:24]([C:26]([F:27])([F:28])[F:29])[CH:23]=[CH:22][C:21]=1[C:30]1[CH:35]=[C:34]([CH:36]([CH3:38])[CH3:37])[C:33]([F:39])=[C:32]([O:40][CH:6]2[CH2:5][CH2:4][CH2:3][CH2:2][O:1]2)[C:31]=1[O:41][CH3:42]. The catalyst class is: 2.